This data is from Forward reaction prediction with 1.9M reactions from USPTO patents (1976-2016). The task is: Predict the product of the given reaction. (1) Given the reactants [Br:1][C:2]1[CH:7]=[CH:6][C:5]([C@@H:8]([NH:10][CH2:11][CH2:12][C@@:13]([NH:24][S@@](C(C)(C)C)=O)([C:17]2[CH:22]=[CH:21][C:20]([F:23])=[CH:19][CH:18]=2)[CH2:14][CH:15]=[CH2:16])[CH3:9])=[CH:4][CH:3]=1.O1CCOCC1.C([O-])([O-])=O.[Na+].[Na+], predict the reaction product. The product is: [Br:1][C:2]1[CH:7]=[CH:6][C:5]([C@@H:8]([NH:10][CH2:11][CH2:12][C@:13]([C:17]2[CH:18]=[CH:19][C:20]([F:23])=[CH:21][CH:22]=2)([NH2:24])[CH2:14][CH:15]=[CH2:16])[CH3:9])=[CH:4][CH:3]=1. (2) Given the reactants [CH2:1]=[CH:2][C:3](=[CH2:5])[CH3:4].[CH3:6][CH2:7][C:8]([CH2:10][CH2:11]/[CH:12]=[C:13](/[CH2:15][CH2:16][CH:17]=[C:18]([CH3:20])[CH3:19])\[CH3:14])=[CH2:9], predict the reaction product. The product is: [CH3:6][CH2:7][C:8]([CH2:10][CH2:11]/[CH:12]=[C:13](/[CH2:15][CH2:16][CH:17]=[C:18]([CH3:19])[CH3:20])\[CH3:14])=[CH2:9].[CH2:1]=[CH:2][C:3](=[CH2:4])[CH3:5]. (3) Given the reactants [NH:1]1[C:9]2[CH:8]=[CH:7][CH:6]=[C:5]([C:10]([O:12][CH3:13])=[O:11])[C:4]=2[CH:3]=[CH:2]1.[Cl:14][C:15]1[CH:16]=[C:17]([CH:20]=[CH:21][CH:22]=1)[CH:18]=O.C([SiH](CC)CC)C.FC(F)(F)C(O)=O, predict the reaction product. The product is: [Cl:14][C:15]1[CH:16]=[C:17]([CH:20]=[CH:21][CH:22]=1)[CH2:18][C:3]1[C:4]2[C:5]([C:10]([O:12][CH3:13])=[O:11])=[CH:6][CH:7]=[CH:8][C:9]=2[NH:1][CH:2]=1. (4) Given the reactants [Cl:1][C:2]1[CH:3]=[C:4]2[C:9](=[CH:10][C:11]=1[C:12]([OH:14])=O)[N:8]=[CH:7][N:6]=[C:5]2[NH:15][CH:16]([C:18]1[NH:22][C:21]2[CH:23]=[CH:24][C:25]([Cl:27])=[CH:26][C:20]=2[N:19]=1)[CH3:17].FC1C(OC(N(C)C)=[N+](C)C)=C(F)C(F)=C(F)C=1F.F[P-](F)(F)(F)(F)F.C(N(C(C)C)CC)(C)C.[CH3:63][N:64]([CH3:70])[CH:65]1[CH2:69][CH2:68][NH:67][CH2:66]1, predict the reaction product. The product is: [Cl:1][C:2]1[CH:3]=[C:4]2[C:9](=[CH:10][C:11]=1[C:12]([N:67]1[CH2:68][CH2:69][CH:65]([N:64]([CH3:70])[CH3:63])[CH2:66]1)=[O:14])[N:8]=[CH:7][N:6]=[C:5]2[NH:15][CH:16]([C:18]1[NH:22][C:21]2[CH:23]=[CH:24][C:25]([Cl:27])=[CH:26][C:20]=2[N:19]=1)[CH3:17]. (5) The product is: [CH3:1][C:2]([CH:3]=[N:38][C:12]([O:11][Si:18]([CH3:25])([CH3:24])[CH3:17])=[CH2:13])=[C:5]([CH3:7])[CH3:6]. Given the reactants [CH3:1][C:2](=[C:5]([CH3:7])[CH3:6])[CH:3]=O.ClC1C=[C:11](C=CC=1)[CH:12]=[O:13].[CH3:17][Si:18]([CH3:25])([CH3:24])N[Si:18]([CH3:25])([CH3:24])[CH3:17].C([Li])CCC.C[Si](Cl)(C)C.C([N:38](CC)CC)C.C(Cl)(=O)C, predict the reaction product. (6) Given the reactants [CH3:1][O:2][C:3]([N:5]1[C@@H:13]2[C@@H:8]([C@@:9]([OH:23])([C:14]#[C:15][C:16]3[CH:17]=[C:18]([CH3:22])[CH:19]=[CH:20][CH:21]=3)[CH2:10][CH2:11][CH2:12]2)[CH2:7][CH2:6]1)=[O:4].[CH3:24][C:25]1[CH:26]=[C:27]([CH:31]=[C:32]([CH3:34])[CH:33]=1)[C:28](O)=[O:29], predict the reaction product. The product is: [CH3:1][O:2][C:3]([N:5]1[C@H:13]2[C@H:8]([C@:9]([O:23][C:28](=[O:29])[C:27]3[CH:31]=[C:32]([CH3:34])[CH:33]=[C:25]([CH3:24])[CH:26]=3)([C:14]#[C:15][C:16]3[CH:17]=[C:18]([CH3:22])[CH:19]=[CH:20][CH:21]=3)[CH2:10][CH2:11][CH2:12]2)[CH2:7][CH2:6]1)=[O:4]. (7) Given the reactants [CH3:1][C@@H:2]([OH:29])[C@H:3]([NH2:28])[C:4]([N:6]1[C@H:10]([C:11]([N:13]2[C@H:17]([C:18]([NH:20][C@H:21]([C:25]([NH2:27])=[O:26])[C@H:22]([OH:24])[CH3:23])=[O:19])[CH2:16][CH2:15][CH2:14]2)=[O:12])[CH2:9][CH2:8][CH2:7]1)=[O:5].[C:30]([NH:33][C@H:34]([C:39]([OH:41])=[O:40])[CH2:35][CH:36]([CH3:38])[CH3:37])(=[O:32])[CH3:31], predict the reaction product. The product is: [CH3:1][C@@H:2]([OH:29])[C@H:3]([NH2:28])[C:4]([N:6]1[C@H:10]([C:11]([N:13]2[C@H:17]([C:18]([NH:20][C@H:21]([C:25]([NH2:27])=[O:26])[C@H:22]([OH:24])[CH3:23])=[O:19])[CH2:16][CH2:15][CH2:14]2)=[O:12])[CH2:9][CH2:8][CH2:7]1)=[O:5].[C:30]([NH:33][C@H:34]([C:39]([OH:41])=[O:40])[CH2:35][CH:36]([CH3:37])[CH3:38])(=[O:32])[CH3:31].